The task is: Predict the reactants needed to synthesize the given product.. This data is from Full USPTO retrosynthesis dataset with 1.9M reactions from patents (1976-2016). (1) Given the product [CH2:4]([NH:1][C:2]([NH:33][C:30]1[CH:29]=[CH:28][C:27]([CH2:26][CH2:25][C:23]2[O:24][C:20]([C:12]3[CH:11]=[CH:10][C:9]4[C:8]([CH3:34])([CH3:7])[CH2:17][CH2:16][C:15]([CH3:19])([CH3:18])[C:14]=4[CH:13]=3)=[N:21][N:22]=2)=[CH:32][CH:31]=1)=[O:3])[CH:5]=[CH2:6], predict the reactants needed to synthesize it. The reactants are: [N:1]([CH2:4][CH:5]=[CH2:6])=[C:2]=[O:3].[CH3:7][C:8]1([CH3:34])[CH2:17][CH2:16][C:15]([CH3:19])([CH3:18])[C:14]2[CH:13]=[C:12]([C:20]3[O:24][C:23]([CH2:25][CH2:26][C:27]4[CH:32]=[CH:31][C:30]([NH2:33])=[CH:29][CH:28]=4)=[N:22][N:21]=3)[CH:11]=[CH:10][C:9]1=2. (2) The reactants are: CC1C=CC(S(NC2C=C(C3C=CC4N(C=C(NC(=O)C)N=4)N=3)C=CC=2)(=O)=O)=CC=1.Cl[C:32]1[CH:33]=[CH:34][C:35]2[N:36]([CH:38]=[C:39]([NH:41][C:42](=[O:44])[CH3:43])[N:40]=2)[N:37]=1.[CH3:45][S:46][C:47]1[CH:48]=[C:49](B(O)O)[CH:50]=[N:51][CH:52]=1. Given the product [CH3:45][S:46][C:47]1[CH:48]=[C:49]([C:32]2[CH:33]=[CH:34][C:35]3[N:36]([CH:38]=[C:39]([NH:41][C:42](=[O:44])[CH3:43])[N:40]=3)[N:37]=2)[CH:50]=[N:51][CH:52]=1, predict the reactants needed to synthesize it. (3) Given the product [I:1][C:2]1[CH:7]=[CH:6][C:5]([C:8]([F:9])([F:10])[F:11])=[CH:4][C:3]=1[NH2:12], predict the reactants needed to synthesize it. The reactants are: [I:1][C:2]1[CH:7]=[CH:6][C:5]([C:8]([F:11])([F:10])[F:9])=[CH:4][C:3]=1[N+:12]([O-])=O.O.NN.